Dataset: Forward reaction prediction with 1.9M reactions from USPTO patents (1976-2016). Task: Predict the product of the given reaction. (1) Given the reactants [C:1]([O:5][C:6](=[O:20])[CH2:7][O:8][C:9]1[CH:14]=[CH:13][C:12]([S:15][CH2:16][C:17]#[CH:18])=[CH:11][C:10]=1[CH3:19])([CH3:4])([CH3:3])[CH3:2].[Cl:21][C:22]1[CH:27]=[CH:26][C:25](I)=[CH:24][CH:23]=1, predict the reaction product. The product is: [C:1]([O:5][C:6](=[O:20])[CH2:7][O:8][C:9]1[CH:14]=[CH:13][C:12]([S:15][CH2:16][C:17]#[C:18][C:25]2[CH:26]=[CH:27][C:22]([Cl:21])=[CH:23][CH:24]=2)=[CH:11][C:10]=1[CH3:19])([CH3:4])([CH3:3])[CH3:2]. (2) Given the reactants B(Br)(Br)Br.C[O:6][C:7]1[CH:8]=[CH:9][C:10]2[C:11]3[CH:12]=[C:13]4[CH:24]=[CH:23][C:22]([O:25]C)=[CH:21][C:14]4=[C:15]([Cl:20])[C:16]=3[CH2:17][C:18]=2[CH:19]=1.C([O-])(O)=O.[Na+], predict the reaction product. The product is: [OH:6][C:7]1[CH:8]=[CH:9][C:10]2[C:11]3[CH:12]=[C:13]4[CH:24]=[CH:23][C:22]([OH:25])=[CH:21][C:14]4=[C:15]([Cl:20])[C:16]=3[CH2:17][C:18]=2[CH:19]=1. (3) Given the reactants [Br:1][C:2]1[CH:10]=[CH:9][C:5]([C:6]([O-:8])=O)=[C:4]([CH2:11]Br)[CH:3]=1.[NH2:13][CH:14]1[CH2:19][CH2:18][O:17][CH2:16][CH2:15]1, predict the reaction product. The product is: [Br:1][C:2]1[CH:3]=[C:4]2[C:5](=[CH:9][CH:10]=1)[C:6](=[O:8])[N:13]([CH:14]1[CH2:19][CH2:18][O:17][CH2:16][CH2:15]1)[CH2:11]2. (4) Given the reactants [O:1]=[C:2]1[C:10]2([C:22]3[C:13](=[CH:14][C:15]4[O:20][CH2:19][CH2:18][O:17][C:16]=4[CH:21]=3)[O:12][CH2:11]2)[C:9]2[C:4](=[CH:5][CH:6]=[CH:7][CH:8]=2)[N:3]1[CH2:23][C:24]1[O:28][C:27]([C:29]([O:31]C)=[O:30])=[CH:26][CH:25]=1.[OH-].[Li+].Cl, predict the reaction product. The product is: [O:1]=[C:2]1[C:10]2([C:22]3[C:13](=[CH:14][C:15]4[O:20][CH2:19][CH2:18][O:17][C:16]=4[CH:21]=3)[O:12][CH2:11]2)[C:9]2[C:4](=[CH:5][CH:6]=[CH:7][CH:8]=2)[N:3]1[CH2:23][C:24]1[O:28][C:27]([C:29]([OH:31])=[O:30])=[CH:26][CH:25]=1. (5) Given the reactants O=[C:2]([CH3:16])[CH2:3][CH2:4][CH2:5][C:6]1[CH:15]=[CH:14][C:9]([C:10]([O:12][CH3:13])=[O:11])=[CH:8][CH:7]=1.BrBr.[NH2:19][C:20]([NH2:22])=[S:21].C([O-])([O-])=O.[K+].[K+], predict the reaction product. The product is: [NH2:22][C:20]1[S:21][CH:16]=[C:2]([CH2:3][CH2:4][CH2:5][C:6]2[CH:15]=[CH:14][C:9]([C:10]([O:12][CH3:13])=[O:11])=[CH:8][CH:7]=2)[N:19]=1. (6) Given the reactants [Cl:1][C:2]1[N:7]=[C:6]([CH2:8][C:9]2[CH:14]=[CH:13][C:12]([N+:15]([O-])=O)=[CH:11][CH:10]=2)[N:5]2[CH:18]=[CH:19][N:20]=[C:4]2[C:3]=1[CH2:21][C:22]([O:24][CH3:25])=[O:23].O.O.Cl[Sn]Cl.C([O-])(O)=O.[Na+].CCOC(C)=O, predict the reaction product. The product is: [Cl:1][C:2]1[N:7]=[C:6]([CH2:8][C:9]2[CH:14]=[CH:13][C:12]([NH2:15])=[CH:11][CH:10]=2)[N:5]2[CH:18]=[CH:19][N:20]=[C:4]2[C:3]=1[CH2:21][C:22]([O:24][CH3:25])=[O:23]. (7) Given the reactants [F:1][C:2]1[CH:7]=[CH:6][C:5]([NH:8][CH:9]([C:39]2[CH:46]=[CH:45][C:42]([C:43]#[N:44])=[CH:41][CH:40]=2)[CH:10]([C:25](N2C(C3C=CC=CC=3)COC2=O)=[O:26])[CH2:11][CH2:12][CH:13]([C:19]2[CH:24]=[CH:23][CH:22]=[CH:21][CH:20]=2)[O:14][Si](C)(C)C)=[CH:4][CH:3]=1.O.O.O.[F-].C([N+](CCCC)(CCCC)CCCC)CCC.C(O)(=O)C, predict the reaction product. The product is: [F:1][C:2]1[CH:7]=[CH:6][C:5]([N:8]2[C:25](=[O:26])[CH:10]([CH2:11][CH2:12][CH:13]([OH:14])[C:19]3[CH:20]=[CH:21][CH:22]=[CH:23][CH:24]=3)[CH:9]2[C:39]2[CH:46]=[CH:45][C:42]([C:43]#[N:44])=[CH:41][CH:40]=2)=[CH:4][CH:3]=1. (8) The product is: [ClH:22].[CH3:20][S:17]([C:13]1[CH:12]=[C:11]([C:8]2([NH2:7])[CH2:10][CH2:9]2)[CH:16]=[CH:15][N:14]=1)(=[O:19])=[O:18]. Given the reactants C(OC(=O)[NH:7][C:8]1([C:11]2[CH:16]=[CH:15][N:14]=[C:13]([S:17]([CH3:20])(=[O:19])=[O:18])[CH:12]=2)[CH2:10][CH2:9]1)(C)(C)C.[ClH:22].O1CCOCC1, predict the reaction product.